Dataset: Full USPTO retrosynthesis dataset with 1.9M reactions from patents (1976-2016). Task: Predict the reactants needed to synthesize the given product. (1) Given the product [C:7]([O:6][CH:4]([CH3:5])[CH2:3][O:2][CH3:1])(=[O:18])[CH3:13].[C:3]([O:2][CH3:1])(=[O:24])[CH:4]([CH3:5])[OH:6], predict the reactants needed to synthesize it. The reactants are: [CH3:1][O:2][CH2:3][CH:4]([OH:6])[CH3:5].[C:7]1([CH3:13])C=CC=CC=1.C(O)(=[O:18])C(C)=C.C(OC)(=[O:24])C(C)=C.C(OCC)(=O)C=C.C(O)(=O)C(C)=C.C(OC)(=O)C(C)=C.C(OCC)(=O)C=C.C(OCCO)(=O)C(C)=C. (2) Given the product [ClH:36].[F:1][C:2]1[CH:3]=[C:4]([CH:32]=[CH:33][C:34]=1[CH3:35])[CH2:5][NH:6][CH:7]1[CH2:8][CH2:9][N:10]([CH2:13][CH2:14][N:15]2[C:24]3[C:19](=[CH:20][CH:21]=[C:22]([O:25][CH3:26])[CH:23]=3)[C:18]([C:27]([NH:29][CH3:30])=[O:28])=[CH:17][C:16]2=[O:31])[CH2:11][CH2:12]1, predict the reactants needed to synthesize it. The reactants are: [F:1][C:2]1[CH:3]=[C:4]([CH:32]=[CH:33][C:34]=1[CH3:35])[CH2:5][NH:6][CH:7]1[CH2:12][CH2:11][N:10]([CH2:13][CH2:14][N:15]2[C:24]3[C:19](=[CH:20][CH:21]=[C:22]([O:25][CH3:26])[CH:23]=3)[C:18]([C:27]([NH:29][CH3:30])=[O:28])=[CH:17][C:16]2=[O:31])[CH2:9][CH2:8]1.[ClH:36].C(OCC)(=O)C.